From a dataset of Forward reaction prediction with 1.9M reactions from USPTO patents (1976-2016). Predict the product of the given reaction. Given the reactants C[N+]1(C2N=C(OC)N=C(OC)N=2)CCOCC1.[Cl-].[C:19]([O:23][C:24]([NH:26][C@H:27]([CH2:32][C:33]1[CH:38]=[CH:37][CH:36]=[CH:35][C:34]=1[F:39])[CH2:28][C:29]([OH:31])=O)=[O:25])([CH3:22])([CH3:21])[CH3:20].[NH2:40][CH:41]1[CH2:50][C:49]2[C:44](=[CH:45][CH:46]=[CH:47][CH:48]=2)[N:43]([CH2:51][C:52]([O:54][CH3:55])=[O:53])[C:42]1=[O:56].CN1CCOCC1, predict the reaction product. The product is: [CH3:55][O:54][C:52](=[O:53])[CH2:51][N:43]1[C:44]2[C:49](=[CH:48][CH:47]=[CH:46][CH:45]=2)[CH2:50][CH:41]([NH:40][C:29](=[O:31])[CH2:28][C@H:27]([NH:26][C:24]([O:23][C:19]([CH3:20])([CH3:21])[CH3:22])=[O:25])[CH2:32][C:33]2[CH:38]=[CH:37][CH:36]=[CH:35][C:34]=2[F:39])[C:42]1=[O:56].